The task is: Predict the reactants needed to synthesize the given product.. This data is from Full USPTO retrosynthesis dataset with 1.9M reactions from patents (1976-2016). (1) Given the product [F:1][C:2]([F:7])([F:6])[C:3]([OH:5])=[O:4].[NH:8]=[C:9]([N:33]1[CH2:37][CH2:36][CH2:35][CH2:34]1)[C:10]1[CH:32]=[CH:31][C:13]([C:14]([O:16][C@@H:17]([CH2:19][Br:38])[CH3:18])=[O:15])=[CH:12][CH:11]=1, predict the reactants needed to synthesize it. The reactants are: [F:1][C:2]([F:7])([F:6])[C:3]([OH:5])=[O:4].[NH:8]=[C:9]([N:33]1[CH2:37][CH2:36][CH2:35][CH2:34]1)[C:10]1[CH:32]=[CH:31][C:13]([C:14]([O:16][C@@H:17]([CH2:19]OS(C2C=CC(C)=CC=2)(=O)=O)[CH3:18])=[O:15])=[CH:12][CH:11]=1.[Br-:38].[Li+]. (2) Given the product [C:4]([O:3][P:1]([O:8][C:9]([CH3:12])([CH3:11])[CH3:10])([OH:13])=[O:2])([CH3:7])([CH3:6])[CH3:5].[CH3:15][N+:16]([CH3:19])([CH3:18])[CH3:17], predict the reactants needed to synthesize it. The reactants are: [P:1]([OH:13])([O:8][C:9]([CH3:12])([CH3:11])[CH3:10])([O:3][C:4]([CH3:7])([CH3:6])[CH3:5])=[O:2].[OH-].[CH3:15][N+:16]([CH3:19])([CH3:18])[CH3:17]. (3) The reactants are: [C:1]([O:5][C:6](=[O:13])[NH:7][C@@H:8]1[CH2:12][CH2:11][NH:10][CH2:9]1)([CH3:4])([CH3:3])[CH3:2].[H-].[Na+].Br[C:17]1[N:22]=[C:21]2[N:23]([CH2:26][C:27]3[CH:28]=[CH:29][C:30]4[O:34][CH2:33][CH2:32][C:31]=4[CH:35]=3)[N:24]=[N:25][C:20]2=[N:19][CH:18]=1.O. Given the product [C:1]([O:5][C:6](=[O:13])[NH:7][C@@H:8]1[CH2:12][CH2:11][N:10]([C:17]2[N:22]=[C:21]3[N:23]([CH2:26][C:27]4[CH:28]=[CH:29][C:30]5[O:34][CH2:33][CH2:32][C:31]=5[CH:35]=4)[N:24]=[N:25][C:20]3=[N:19][CH:18]=2)[CH2:9]1)([CH3:4])([CH3:2])[CH3:3], predict the reactants needed to synthesize it. (4) Given the product [CH:15]1([CH2:18][NH:12][CH2:11][CH2:10][C:5]2[CH:6]=[C:7]([O:8][CH3:9])[C:2]([I:1])=[CH:3][C:4]=2[O:13][CH3:14])[CH2:17][CH2:16]1, predict the reactants needed to synthesize it. The reactants are: [I:1][C:2]1[C:7]([O:8][CH3:9])=[CH:6][C:5]([CH2:10][CH2:11][NH2:12])=[C:4]([O:13][CH3:14])[CH:3]=1.[CH:15]1([CH:18]=O)[CH2:17][CH2:16]1.